Dataset: Forward reaction prediction with 1.9M reactions from USPTO patents (1976-2016). Task: Predict the product of the given reaction. (1) Given the reactants [Cl:1][C:2]1[CH:8]=[CH:7][C:5]([NH2:6])=[CH:4][C:3]=1[C:9]([F:12])([F:11])[F:10].C([O-])([O-])=O.[K+].[K+].Cl[C:20]([O:22][C:23]1[CH:28]=[CH:27][CH:26]=[CH:25][CH:24]=1)=[O:21], predict the reaction product. The product is: [C:23]1([O:22][C:20](=[O:21])[NH:6][C:5]2[CH:7]=[CH:8][C:2]([Cl:1])=[C:3]([C:9]([F:10])([F:11])[F:12])[CH:4]=2)[CH:28]=[CH:27][CH:26]=[CH:25][CH:24]=1. (2) Given the reactants [CH3:1][O:2][C:3]1[CH:4]=[C:5]([CH:7]=[CH:8][C:9]=1[C:10]1[O:14][CH:13]=[N:12][CH:11]=1)[NH2:6].[Br:15][C:16]1[CH:17]=[C:18]([CH:23]=O)[S:19][C:20]=1[CH2:21][CH3:22], predict the reaction product. The product is: [Br:15][C:16]1[CH:17]=[C:18]([CH2:23][NH:6][C:5]2[CH:7]=[CH:8][C:9]([C:10]3[O:14][CH:13]=[N:12][CH:11]=3)=[C:3]([O:2][CH3:1])[CH:4]=2)[S:19][C:20]=1[CH2:21][CH3:22]. (3) Given the reactants C([N:8]1[CH2:13][CH2:12][N:11]([C:14]2[C:15]3[S:22][CH:21]=[CH:20][C:16]=3[N:17]([CH3:19])[N:18]=2)[CH2:10][CH2:9]1)C1C=CC=CC=1.ClC(OC(Cl)=O)C, predict the reaction product. The product is: [CH3:19][N:17]1[C:16]2[CH:20]=[CH:21][S:22][C:15]=2[C:14]([N:11]2[CH2:10][CH2:9][NH:8][CH2:13][CH2:12]2)=[N:18]1. (4) Given the reactants C([NH:8][C@H:9]1[C@@H:15]([CH3:16])[CH2:14][CH2:13][N:12]([C:17](=[O:19])[CH3:18])[CH2:11][CH2:10]1)C1C=CC=CC=1.Cl, predict the reaction product. The product is: [NH2:8][C@H:9]1[C@@H:15]([CH3:16])[CH2:14][CH2:13][N:12]([C:17](=[O:19])[CH3:18])[CH2:11][CH2:10]1. (5) Given the reactants C(OC([NH:8][CH2:9][CH2:10][CH2:11][N:12]1[C:16]2[CH:17]=[CH:18][C:19]([C:21]([OH:23])=O)=[CH:20][C:15]=2[N:14]=[CH:13]1)=O)(C)(C)C.[NH2:24][C:25]1[S:26][C:27]([C:30]2[CH:35]=[CH:34][C:33]3[O:36][CH2:37][O:38][C:32]=3[CH:31]=2)=[N:28][N:29]=1, predict the reaction product. The product is: [CH2:37]1[O:36][C:33]2[CH:34]=[CH:35][C:30]([C:27]3[S:26][C:25]([NH:24][C:21]([C:19]4[CH:18]=[CH:17][C:16]5[N:12]([CH2:11][CH2:10][CH2:9][NH2:8])[CH:13]=[N:14][C:15]=5[CH:20]=4)=[O:23])=[N:29][N:28]=3)=[CH:31][C:32]=2[O:38]1. (6) Given the reactants C([O:3][C:4](=O)[CH2:5][C:6]1[C:15]2[C:10](=[CH:11][CH:12]=[C:13]([CH2:16][N:17]([CH3:19])[CH3:18])[CH:14]=2)[CH:9]=[CH:8][C:7]=1[Cl:20])C.C([NH2:24])=O.C[O-].[Na+], predict the reaction product. The product is: [Cl:20][C:7]1[CH:8]=[CH:9][C:10]2[C:15](=[CH:14][C:13]([CH2:16][N:17]([CH3:19])[CH3:18])=[CH:12][CH:11]=2)[C:6]=1[CH2:5][C:4]([NH2:24])=[O:3]. (7) Given the reactants C(N(CC)CC)C.ClC(OCC)=O.[C:14]([CH2:17][N:18]1[C:27]2[C:22](=[CH:23][CH:24]=[CH:25][CH:26]=2)[CH2:21][CH:20]([NH:28][C:29]([C:31]2[NH:32][C:33]3[C:38]([CH:39]=2)=[CH:37][C:36]([Cl:40])=[CH:35][CH:34]=3)=[O:30])[C:19]1=[O:41])(O)=[O:15].[Li+].[BH4-], predict the reaction product. The product is: [Cl:40][C:36]1[CH:37]=[C:38]2[C:33](=[CH:34][CH:35]=1)[NH:32][C:31]([C:29]([NH:28][CH:20]1[CH2:21][C:22]3[C:27](=[CH:26][CH:25]=[CH:24][CH:23]=3)[N:18]([CH2:17][CH2:14][OH:15])[C:19]1=[O:41])=[O:30])=[CH:39]2.